From a dataset of Forward reaction prediction with 1.9M reactions from USPTO patents (1976-2016). Predict the product of the given reaction. (1) Given the reactants [CH2:1]([C:4]1[C:5]([OH:14])=[C:6]([C:11](=O)[CH3:12])[CH:7]=[C:8]([OH:10])[CH:9]=1)[CH:2]=[CH2:3].[Cl-].[OH:16][NH3+:17].C([O-])(=O)C.[Na+], predict the reaction product. The product is: [CH2:1]([C:4]1[C:5]([OH:14])=[C:6]([C:11](=[N:17][OH:16])[CH3:12])[CH:7]=[C:8]([OH:10])[CH:9]=1)[CH:2]=[CH2:3]. (2) Given the reactants [Br:1][C:2]1[C:3]([F:19])=[CH:4][C:5]([N+:16]([O-])=O)=[C:6]([CH:15]=1)[O:7][C:8]1([C:11](OC)=[O:12])[CH2:10][CH2:9]1, predict the reaction product. The product is: [Br:1][C:2]1[C:3]([F:19])=[CH:4][C:5]2[NH:16][C:11](=[O:12])[C:8]3([CH2:10][CH2:9]3)[O:7][C:6]=2[CH:15]=1. (3) Given the reactants [C:1]1([C:7]2[O:11][C:10]([C:12]([OH:14])=O)=[CH:9][CH:8]=2)[CH:6]=[CH:5][CH:4]=[CH:3][CH:2]=1.[NH2:15][C:16]1[CH:17]=[C:18]([CH:21]=[CH:22][CH:23]=1)[C:19]#[N:20], predict the reaction product. The product is: [C:19]([C:18]1[CH:17]=[C:16]([NH:15][C:12]([C:10]2[O:11][C:7]([C:1]3[CH:2]=[CH:3][CH:4]=[CH:5][CH:6]=3)=[CH:8][CH:9]=2)=[O:14])[CH:23]=[CH:22][CH:21]=1)#[N:20]. (4) Given the reactants [CH2:1]([O:3][C:4](=[O:31])[CH2:5][C:6]1[CH:11]=[CH:10][C:9]([O:12][CH3:13])=[C:8]([O:14][C:15]2[CH:20]=[CH:19][C:18]([N+:21]([O-])=O)=[CH:17][C:16]=2[CH2:24][S:25][CH2:26][C:27]([F:30])([F:29])[F:28])[CH:7]=1)[CH3:2].CN(C)N.C, predict the reaction product. The product is: [CH2:1]([O:3][C:4](=[O:31])[CH2:5][C:6]1[CH:11]=[CH:10][C:9]([O:12][CH3:13])=[C:8]([O:14][C:15]2[CH:20]=[CH:19][C:18]([NH2:21])=[CH:17][C:16]=2[CH2:24][S:25][CH2:26][C:27]([F:28])([F:29])[F:30])[CH:7]=1)[CH3:2]. (5) Given the reactants Cl[C:2]1[N:7]=[N:6][C:5]([C:8]([NH:10][CH2:11][CH2:12][CH:13]([CH3:15])[CH3:14])=[O:9])=[CH:4][CH:3]=1.[CH3:16][O:17][C:18]1[CH:30]=[CH:29][CH:28]=[CH:27][C:19]=1[CH2:20][CH:21]1[CH2:26][CH2:25][NH:24][CH2:23][CH2:22]1, predict the reaction product. The product is: [CH3:16][O:17][C:18]1[CH:30]=[CH:29][CH:28]=[CH:27][C:19]=1[CH2:20][CH:21]1[CH2:26][CH2:25][N:24]([C:2]2[N:7]=[N:6][C:5]([C:8]([NH:10][CH2:11][CH2:12][CH:13]([CH3:15])[CH3:14])=[O:9])=[CH:4][CH:3]=2)[CH2:23][CH2:22]1.